Dataset: Reaction yield outcomes from USPTO patents with 853,638 reactions. Task: Predict the reaction yield, written as a fraction of the theoretical maximum amount of product (1.0 means a 100% yield; for example, 0.34 means a 34% yield). (1) The reactants are [NH2:1][C:2]1[N:7]=[C:6]([N:8]2[CH2:17][CH2:16][C:15]3[C:10](=[CH:11][C:12]([C:18]#N)=[CH:13][CH:14]=3)[CH2:9]2)[CH:5]=[C:4]([N:20]2[CH2:25][CH2:24][N:23]([CH3:26])[CH2:22][CH2:21]2)[N:3]=1.[OH-:27].[Na+].Cl.[OH2:30]. No catalyst specified. The product is [NH2:1][C:2]1[N:7]=[C:6]([N:8]2[CH2:17][CH2:16][C:15]3[C:10](=[CH:11][C:12]([C:18]([OH:30])=[O:27])=[CH:13][CH:14]=3)[CH2:9]2)[CH:5]=[C:4]([N:20]2[CH2:25][CH2:24][N:23]([CH3:26])[CH2:22][CH2:21]2)[N:3]=1. The yield is 0.948. (2) The reactants are [CH3:1][O:2][C:3]1[CH:4]=[C:5]2[C:10](=[CH:11][C:12]=1[CH3:13])[C:9](=O)[CH2:8][CH2:7][C:6]2([CH3:16])[CH3:15].C[Mg+].[Br-].[CH2:20](OCC)C. The catalyst is O1CCCC1. The product is [CH3:1][O:2][C:3]1[CH:4]=[C:5]2[C:10]([C:9]([CH3:20])=[CH:8][CH2:7][C:6]2([CH3:16])[CH3:15])=[CH:11][C:12]=1[CH3:13]. The yield is 1.00. (3) The reactants are [CH3:1][O:2][C:3]1[CH:4]=[C:5]2[C:10](=[CH:11][C:12]=1[O:13][CH3:14])[N:9]=[CH:8][CH:7]=[C:6]2[O:15][C:16]1[CH:22]=[CH:21][C:19]([NH2:20])=[C:18]([CH3:23])[C:17]=1[CH3:24].C1(C)C=CC=CC=1.C(N(CC)CC)C.ClC(Cl)(O[C:43](=[O:49])[O:44][C:45](Cl)(Cl)Cl)Cl.[F:51][C:52]1[CH:62]=[CH:61][C:55]([O:56][CH2:57][CH2:58]CO)=[CH:54][CH:53]=1. The catalyst is C(Cl)Cl. The product is [CH3:1][O:2][C:3]1[CH:4]=[C:5]2[C:10](=[CH:11][C:12]=1[O:13][CH3:14])[N:9]=[CH:8][CH:7]=[C:6]2[O:15][C:16]1[CH:22]=[CH:21][C:19]([NH:20][C:43](=[O:49])[O:44][CH2:45][CH2:58][CH2:57][O:56][C:55]2[CH:61]=[CH:62][C:52]([F:51])=[CH:53][CH:54]=2)=[C:18]([CH3:23])[C:17]=1[CH3:24]. The yield is 0.700. (4) The reactants are [NH2:1][C:2]1[N:6]([C:7]2[C:8]([CH3:18])=[CH:9][C:10]([CH3:17])=[C:11]([S:13](Cl)(=O)=O)[CH:12]=2)[N:5]=[C:4]([C:19]([F:22])([F:21])[F:20])[N:3]=1.C(O)C.Cl.O. The catalyst is [Zn].C(OCC)(=O)C. The product is [NH2:1][C:2]1[N:6]([C:7]2[C:8]([CH3:18])=[CH:9][C:10]([CH3:17])=[C:11]([SH:13])[CH:12]=2)[N:5]=[C:4]([C:19]([F:22])([F:21])[F:20])[N:3]=1. The yield is 0.710. (5) The reactants are [Cl:1][C:2]1[CH:22]=[CH:21][C:20]([Cl:23])=[CH:19][C:3]=1[O:4][CH:5]([CH2:17][CH3:18])[CH2:6][CH2:7][N:8](C)[C:9](=O)OC(C)(C)C. The catalyst is Cl.O1CCOCC1. The product is [ClH:1].[Cl:1][C:2]1[CH:22]=[CH:21][C:20]([Cl:23])=[CH:19][C:3]=1[O:4][CH:5]([CH2:17][CH3:18])[CH2:6][CH2:7][NH:8][CH3:9]. The yield is 0.880. (6) The reactants are [NH2:1][C:2]1[CH:3]=[CH:4][C:5]([O:23][CH3:24])=[C:6]([NH:8][C:9]([NH:11][C:12](=[O:22])[C:13]2[CH:18]=[C:17]([F:19])[C:16]([F:20])=[CH:15][C:14]=2[Cl:21])=[O:10])[CH:7]=1.[CH3:25][N:26]=[C:27]=[O:28]. The catalyst is C(#N)C. The product is [Cl:21][C:14]1[CH:15]=[C:16]([F:20])[C:17]([F:19])=[CH:18][C:13]=1[C:12]([NH:11][C:9](=[O:10])[NH:8][C:6]1[CH:7]=[C:2]([NH:1][C:27]([NH:26][CH3:25])=[O:28])[CH:3]=[CH:4][C:5]=1[O:23][CH3:24])=[O:22]. The yield is 0.910.